Predict the product of the given reaction. From a dataset of Forward reaction prediction with 1.9M reactions from USPTO patents (1976-2016). (1) Given the reactants Cl[C:2]1[NH:3][C:4]2[CH:10]=[CH:9][CH:8]=[CH:7][C:5]=2[N:6]=1.[Br:11][C:12]1[CH:18]=[CH:17][C:15]([NH2:16])=[CH:14][C:13]=1[C:19]([F:22])([F:21])[F:20], predict the reaction product. The product is: [N:6]1[C:5]2[CH:7]=[CH:8][CH:9]=[CH:10][C:4]=2[NH:3][C:2]=1[NH:16][C:15]1[CH:17]=[CH:18][C:12]([Br:11])=[C:13]([C:19]([F:22])([F:20])[F:21])[CH:14]=1. (2) Given the reactants [CH3:1][C:2]1[CH:3]=[C:4]2[C:9](=[C:10]([NH2:12])[CH:11]=1)[N:8]=[CH:7][CH:6]=[CH:5]2.[CH3:13][O:14][C:15]([C:17]#[C:18][C:19]([O:21][CH3:22])=[O:20])=[O:16], predict the reaction product. The product is: [CH3:13][O:14][C:15](=[O:16])[C:17]([NH:12][C:10]1[CH:11]=[C:2]([CH3:1])[CH:3]=[C:4]2[C:9]=1[N:8]=[CH:7][CH:6]=[CH:5]2)=[CH:18][C:19]([O:21][CH3:22])=[O:20]. (3) Given the reactants [CH2:1]([O:8][C:9]1[CH:14]=[CH:13][N:12]([CH2:15][CH:16]2[CH2:18][CH2:17]2)[C:11](=[O:19])[CH:10]=1)[C:2]1[CH:7]=[CH:6][CH:5]=[CH:4][CH:3]=1.[Br:20]N1C(=O)CCC1=O, predict the reaction product. The product is: [CH2:1]([O:8][C:9]1[CH:14]=[CH:13][N:12]([CH2:15][CH:16]2[CH2:17][CH2:18]2)[C:11](=[O:19])[C:10]=1[Br:20])[C:2]1[CH:3]=[CH:4][CH:5]=[CH:6][CH:7]=1.